Dataset: Full USPTO retrosynthesis dataset with 1.9M reactions from patents (1976-2016). Task: Predict the reactants needed to synthesize the given product. (1) Given the product [CH3:1][C:2]1[C:10]([NH:11][C:12]2[C:17]([C:18]#[N:19])=[CH:16][N:15]=[C:14]3[S:20][C:21]([C:23]4[CH2:24][CH2:25][N:26]([S:36]([CH3:39])(=[O:38])=[O:37])[CH2:27][CH:28]=4)=[CH:22][C:13]=23)=[CH:9][CH:8]=[C:7]2[C:3]=1[CH:4]=[CH:5][NH:6]2, predict the reactants needed to synthesize it. The reactants are: [CH3:1][C:2]1[C:10]([NH:11][C:12]2[C:17]([C:18]#[N:19])=[CH:16][N:15]=[C:14]3[S:20][C:21]([C:23]4[CH2:24][CH2:25][NH:26][CH2:27][CH:28]=4)=[CH:22][C:13]=23)=[CH:9][CH:8]=[C:7]2[C:3]=1[CH:4]=[CH:5][NH:6]2.C(N(CC)CC)C.[S:36](Cl)([CH3:39])(=[O:38])=[O:37]. (2) Given the product [CH:23]1([C:21]#[C:22][C:2]2[C:3]([C:10]([O:12][CH3:13])=[O:11])=[N:4][C:5]([S:8][CH3:9])=[N:6][CH:7]=2)[CH2:25][CH2:24]1, predict the reactants needed to synthesize it. The reactants are: Br[C:2]1[C:3]([C:10]([O:12][CH3:13])=[O:11])=[N:4][C:5]([S:8][CH3:9])=[N:6][CH:7]=1.C(N(CC)CC)C.[C:21]([CH:23]1[CH2:25][CH2:24]1)#[CH:22]. (3) Given the product [F:16][C:10]1[CH:11]=[CH:12][CH:13]=[C:14]2[C:9]=1[N:8]=[C:7]([C:17]1[CH:22]=[CH:21][CH:20]=[C:19]([F:23])[CH:18]=1)[CH:6]=[CH:15]2, predict the reactants needed to synthesize it. The reactants are: N([C@H]([C:6]1[C:7]([C:17]2[CH:22]=[CH:21][CH:20]=[C:19]([F:23])[CH:18]=2)=[N:8][C:9]2[C:14]([CH:15]=1)=[CH:13][CH:12]=[CH:11][C:10]=2[F:16])C)=[N+]=[N-].N([C@H](C1C(Cl)=NC2C(C=1)=CC=CC=2F)C)=[N+]=[N-].C(=O)([O-])[O-].[Na+].[Na+].FC1C=C(B(O)O)C=CC=1. (4) Given the product [Cl:16][C:17]1[CH:22]=[CH:21][C:20]([C:2]2[N:6]([CH3:7])[CH:5]=[N:4][C:3]=2[C:8]2[CH:13]=[C:12]([C:14]#[N:15])[CH:11]=[CH:10][N:9]=2)=[CH:19][CH:18]=1, predict the reactants needed to synthesize it. The reactants are: Br[C:2]1[N:6]([CH3:7])[CH:5]=[N:4][C:3]=1[C:8]1[CH:13]=[C:12]([C:14]#[N:15])[CH:11]=[CH:10][N:9]=1.[Cl:16][C:17]1[CH:22]=[CH:21][C:20](B(O)O)=[CH:19][CH:18]=1. (5) Given the product [O:1]1[C:5]2[CH:6]=[CH:7][C:8]([CH2:10][N:11]3[C:20](=[O:21])[C:19]4[C:14](=[CH:15][CH:16]=[C:17]([C:22]([O:24][CH2:36][C:33]5[CH:34]=[CH:35][N:30]=[CH:31][CH:32]=5)=[O:23])[CH:18]=4)[NH:13][C:12]3=[O:25])=[CH:9][C:4]=2[O:3][CH2:2]1, predict the reactants needed to synthesize it. The reactants are: [O:1]1[C:5]2[CH:6]=[CH:7][C:8]([CH2:10][N:11]3[C:20](=[O:21])[C:19]4[C:14](=[CH:15][CH:16]=[C:17]([C:22]([OH:24])=[O:23])[CH:18]=4)[NH:13][C:12]3=[O:25])=[CH:9][C:4]=2[O:3][CH2:2]1.S(Cl)(Cl)=O.[N:30]1[CH:35]=[CH:34][C:33]([CH2:36]O)=[CH:32][CH:31]=1.C(N(CC)CC)C. (6) The reactants are: [CH3:1][O:2][C:3]1[CH:4]=[C:5]([C:15]2[N:19]3[CH2:20][CH2:21][CH2:22][CH:23]([C:24]([O:26][CH2:27][CH3:28])=[O:25])[C:18]3=[N:17][N:16]=2)[CH:6]=[CH:7][C:8]=1[C:9]1[O:13][C:12]([CH3:14])=[N:11][CH:10]=1.[H-].[Na+].[Cl:31]N1C(=O)CCC1=O.[Cl-].[NH4+]. Given the product [Cl:31][C:23]1([C:24]([O:26][CH2:27][CH3:28])=[O:25])[CH2:22][CH2:21][CH2:20][N:19]2[C:15]([C:5]3[CH:6]=[CH:7][C:8]([C:9]4[O:13][C:12]([CH3:14])=[N:11][CH:10]=4)=[C:3]([O:2][CH3:1])[CH:4]=3)=[N:16][N:17]=[C:18]12, predict the reactants needed to synthesize it.